From a dataset of CYP2C9 inhibition data for predicting drug metabolism from PubChem BioAssay. Regression/Classification. Given a drug SMILES string, predict its absorption, distribution, metabolism, or excretion properties. Task type varies by dataset: regression for continuous measurements (e.g., permeability, clearance, half-life) or binary classification for categorical outcomes (e.g., BBB penetration, CYP inhibition). Dataset: cyp2c9_veith. The drug is [N-]=[N+]=NCC(N)=O. The result is 0 (non-inhibitor).